From a dataset of NCI-60 drug combinations with 297,098 pairs across 59 cell lines. Regression. Given two drug SMILES strings and cell line genomic features, predict the synergy score measuring deviation from expected non-interaction effect. Drug 1: CC12CCC3C(C1CCC2=O)CC(=C)C4=CC(=O)C=CC34C. Drug 2: C1C(C(OC1N2C=NC3=C2NC=NCC3O)CO)O. Cell line: NCI-H460. Synergy scores: CSS=25.5, Synergy_ZIP=-1.38, Synergy_Bliss=-2.11, Synergy_Loewe=-10.5, Synergy_HSA=-1.25.